From a dataset of Experimentally validated miRNA-target interactions with 360,000+ pairs, plus equal number of negative samples. Binary Classification. Given a miRNA mature sequence and a target amino acid sequence, predict their likelihood of interaction. (1) The miRNA is hsa-miR-2682-5p with sequence CAGGCAGUGACUGUUCAGACGUC. The protein sequence of the target gene is MAAATELNRPSSGDRNLERRCRPNLSREVLYEIFRSLHTLVGQLDLRDDVVKITIDWNKLQSLSAFQPALLFSALEQHILYLQPFLAKLQSPIKEENTTAVEEIGRTEMGNKNEVNDKFSIGDLQEEEKHKESDLRDVKKTQIHFDPEVVQIKAGKAEIDRRISAFIERKQAEINENNVREFCNVIDCNQENSCARTDAIFTPYPGFKSHVKVSRVVNTYGPQTRPEGIPGSGHKPNSMLRDCGNQAVEERLQNIEAHLRLQTGGPVPRDIYQRIKKLEDKILELEGISPEYFQSVSFSG.... Result: 0 (no interaction). (2) The miRNA is hsa-miR-6794-5p with sequence CAGGGGGACUGGGGGUGAGC. The protein sequence of the target gene is MGNTSSERAALERQAGHKTPRRDSSGGAKDGDRPKILMDSPEDADIFHSEEIKAPEKEEFLAWQHDLEANDKAPAQARPTVFRWTGGGKEVYLSGSFNNWSKLPLTRSQNNFVAILDLPEGEHQYKFFVDGQWTHDPSEPIVTSQLGTVNNIIQVKKTDFEVFDALMVDSQKCSDVSELSSSPPGPYHQEPYMSKPEERFKAPPILPPHLLQVILNKDTGISCDPALLPEPNHVMLNHLYALSIKDGVMVLSATHRYKKKYVTTLLYKPI. Result: 0 (no interaction). (3) The miRNA is hsa-miR-6867-3p with sequence CUCUCCCUCUUUACCCACUAG. The protein sequence of the target gene is MAGQQFQYDDSGNTFFYFLTSFVGLIVIPATYYLWPRDQNAEQIRLKNIRKVYGRCMWYRLRLLKPQPNIIPTVKKIVLLAGWALFLFLAYKVSKTDREYQEYNPYEVLNLDPGATVAEIKKQYRLLSLKYHPDKGGDEVMFMRIAKAYAALTDEESRKNWEEFGNPDGPQATSFGIALPAWIVDQKNSILVLLVYGLAFMVILPVVVGSWWYRSIRYSGDQILIRTTQIYTYFVYKTRNMDMKRLIMVLAGASEFDPQYNKDATSRPTDNILIPQLIREIGSINLKKNEPPLTCPYSLK.... Result: 1 (interaction). (4) Result: 1 (interaction). The miRNA is mmu-miR-142a-5p with sequence CAUAAAGUAGAAAGCACUACU. The protein sequence of the target gene is MATASPRSDTSDIHSGRLQLKVTVSSAKLKRKKNWFGTAIYTEVIVDGEVKKTAKSSSSSNPKWDEQLIVNVTPQTTLEFRVWSHHTLKADALLGKATVDLKQVLLTHNRKLEKVKEQLKLSLENKNGIVQTGELTVVLDGLVIEQEPVTNRSSSPPIEIQQNGDALHENGDPATRTTPRLPVEGTIGIDNHVSTNTVVPNSCCSHVVNGENTPSSPSQVAARPKNAPAPKPVTSAPTSDTVNGESSSVLADNTSTMGTLLPSEDTTSTSNCTSTTTQEPPVQEPPASSEHSECIPSASA....